From a dataset of NCI-60 drug combinations with 297,098 pairs across 59 cell lines. Regression. Given two drug SMILES strings and cell line genomic features, predict the synergy score measuring deviation from expected non-interaction effect. (1) Drug 1: COC1=C(C=C2C(=C1)N=CN=C2NC3=CC(=C(C=C3)F)Cl)OCCCN4CCOCC4. Drug 2: C1CCC(CC1)NC(=O)N(CCCl)N=O. Cell line: K-562. Synergy scores: CSS=32.6, Synergy_ZIP=-5.89, Synergy_Bliss=-1.21, Synergy_Loewe=-3.07, Synergy_HSA=0.876. (2) Drug 1: CC1=C2C(C(=O)C3(C(CC4C(C3C(C(C2(C)C)(CC1OC(=O)C(C(C5=CC=CC=C5)NC(=O)OC(C)(C)C)O)O)OC(=O)C6=CC=CC=C6)(CO4)OC(=O)C)OC)C)OC. Drug 2: N.N.Cl[Pt+2]Cl. Cell line: MALME-3M. Synergy scores: CSS=8.57, Synergy_ZIP=-5.16, Synergy_Bliss=-7.08, Synergy_Loewe=-28.1, Synergy_HSA=-9.63.